Dataset: Full USPTO retrosynthesis dataset with 1.9M reactions from patents (1976-2016). Task: Predict the reactants needed to synthesize the given product. (1) The reactants are: [NH2:1][CH2:2][CH2:3][C:4]1[CH:5]=[C:6]([CH2:10][C@H:11]([NH:13][CH2:14][C@@H:15]([C:24]2[CH:33]=[CH:32][C:31]([O:34][CH2:35][C:36]3[CH:41]=[CH:40][CH:39]=[CH:38][CH:37]=3)=[C:30]3[C:25]=2[CH:26]=[CH:27][C:28](=[O:42])[NH:29]3)[O:16][Si:17]([C:20]([CH3:23])([CH3:22])[CH3:21])([CH3:19])[CH3:18])[CH3:12])[CH:7]=[CH:8][CH:9]=1.[C:43]1([C:75]2[CH:80]=[CH:79][CH:78]=[CH:77][CH:76]=2)[CH:48]=[CH:47][CH:46]=[CH:45][C:44]=1[NH:49][C:50]([O:52][CH:53]1[CH2:58][CH2:57][N:56]([CH2:59][CH2:60][C:61](CNC2C=CC(CC(O)=O)=CC=2)=[O:62])[CH2:55][CH2:54]1)=[O:51].[O-]S(C(F)(F)F)(=O)=O.C([N:92]([CH2:96]C)[CH:93]([CH3:95])[CH3:94])(C)C. Given the product [CH2:35]([O:34][C:31]1[CH:32]=[CH:33][C:24]([C@@H:15]([O:16][Si:17]([C:20]([CH3:21])([CH3:23])[CH3:22])([CH3:19])[CH3:18])[CH2:14][NH:13][C@H:11]([CH3:12])[CH2:10][C:6]2[CH:5]=[C:4]([CH2:3][CH2:2][NH:1][C:15]([CH2:24][C:25]3[CH:30]=[CH:94][C:93]([N:92]([CH3:96])[C:61]([CH2:60][CH2:59][N:56]4[CH2:57][CH2:58][CH:53]([O:52][C:50](=[O:51])[NH:49][C:44]5[CH:45]=[CH:46][CH:47]=[CH:48][C:43]=5[C:75]5[CH:80]=[CH:79][CH:78]=[CH:77][CH:76]=5)[CH2:54][CH2:55]4)=[O:62])=[CH:95][CH:26]=3)=[O:16])[CH:9]=[CH:8][CH:7]=2)=[C:25]2[C:30]=1[NH:29][C:28](=[O:42])[CH:27]=[CH:26]2)[C:36]1[CH:37]=[CH:38][CH:39]=[CH:40][CH:41]=1, predict the reactants needed to synthesize it. (2) Given the product [CH3:1][C:2]1[CH:7]=[CH:6][N:5]=[CH:4][C:3]=1[N:8]1[CH2:12][CH2:11][N:10]([C:15]2[CH:22]=[CH:21][C:18]([C:19]#[N:20])=[CH:17][CH:16]=2)[C:9]1=[O:13], predict the reactants needed to synthesize it. The reactants are: [CH3:1][C:2]1[CH:7]=[CH:6][N:5]=[CH:4][C:3]=1[N:8]1[CH2:12][CH2:11][NH:10][C:9]1=[O:13].Br[C:15]1[CH:22]=[CH:21][C:18]([C:19]#[N:20])=[CH:17][CH:16]=1.N[C@@H]1CCCC[C@H]1N.C(=O)([O-])[O-].[K+].[K+]. (3) Given the product [CH3:27][O:28][C:29](=[O:34])[C@@H:30]([NH:33][C:22](=[O:23])[C:21]1[CH:20]=[CH:19][C:18]([S:15](=[O:16])(=[O:17])[NH:14][C:9]2[CH:10]=[CH:11][CH:12]=[CH:13][C:8]=2[O:1][C:2]2[CH:7]=[CH:6][CH:5]=[CH:4][CH:3]=2)=[CH:26][CH:25]=1)[CH2:31][OH:32], predict the reactants needed to synthesize it. The reactants are: [O:1]([C:8]1[CH:13]=[CH:12][CH:11]=[CH:10][C:9]=1[NH:14][S:15]([C:18]1[CH:26]=[CH:25][C:21]([C:22](O)=[O:23])=[CH:20][CH:19]=1)(=[O:17])=[O:16])[C:2]1[CH:7]=[CH:6][CH:5]=[CH:4][CH:3]=1.[CH3:27][O:28][C:29](=[O:34])[C@@H:30]([NH2:33])[CH2:31][OH:32]. (4) Given the product [Br:1][C:2]1[C:11]2[CH:9]=[CH:8][O:7][C:6]=2[C:5]([Cl:12])=[CH:4][CH:3]=1, predict the reactants needed to synthesize it. The reactants are: [Br:1][C:2]1[CH:3]=[CH:4][C:5]([Cl:12])=[C:6]([CH:11]=1)[O:7][CH2:8][CH:9]=O. (5) Given the product [F:1][C:2]([F:19])([C:3]1[N:5]2[N:6]=[C:7]([C:13]3[CH:14]=[N:15][N:16]([CH3:18])[CH:17]=3)[CH:8]=[CH:9][C:10]2=[N:11][N:12]=1)[C:20]1[CH:21]=[C:22]2[C:27](=[CH:28][CH:29]=1)[N:26]=[CH:25][CH:24]=[CH:23]2, predict the reactants needed to synthesize it. The reactants are: [F:1][C:2]([C:20]1[CH:21]=[C:22]2[C:27](=[CH:28][CH:29]=1)[N:26]=[CH:25][CH:24]=[CH:23]2)([F:19])[C:3]([N:5]1[N:6]=[C:7]([C:13]2[CH:14]=[N:15][N:16]([CH3:18])[CH:17]=2)[CH:8]=[CH:9]/[C:10]/1=[N:11]\[NH2:12])=O.COCC(O)C.C(=O)([O-])[O-].[Na+].[Na+].C1(C)C=CC=CC=1. (6) Given the product [CH2:1]([N:8]1[CH2:13][CH2:12][CH2:11][CH:10]([NH:16][NH2:17])[CH2:9]1)[C:2]1[CH:7]=[CH:6][CH:5]=[CH:4][CH:3]=1, predict the reactants needed to synthesize it. The reactants are: [CH2:1]([N:8]1[CH2:13][CH2:12][CH2:11][C:10](=O)[CH2:9]1)[C:2]1[CH:7]=[CH:6][CH:5]=[CH:4][CH:3]=1.C(OC(C)(C)C)(=O)[NH:16][NH2:17].CO.C([BH3-])#N.[Na+].[OH-].[Na+]. (7) The reactants are: Cl.[CH2:2]([O:9][C:10](=[O:16])[C@H:11]1[CH2:15][CH2:14][CH2:13][NH:12]1)[C:3]1[CH:8]=[CH:7][CH:6]=[CH:5][CH:4]=1.[OH:17][C:18]1[CH:23]=[C:22]([CH2:24][C:25]([OH:27])=O)[C:21]([OH:28])=[CH:20][C:19]=1[CH2:29][C:30]([OH:32])=O. Given the product [CH2:2]([O:9][C:10]([C@H:11]1[CH2:15][CH2:14][CH2:13][N:12]1[C:30](=[O:32])[CH2:29][C:19]1[CH:20]=[C:21]([OH:28])[C:22]([CH2:24][C:25]([N:12]2[CH2:13][CH2:14][CH2:15][C@@H:11]2[C:10]([O:9][CH2:2][C:3]2[CH:8]=[CH:7][CH:6]=[CH:5][CH:4]=2)=[O:16])=[O:27])=[CH:23][C:18]=1[OH:17])=[O:16])[C:3]1[CH:4]=[CH:5][CH:6]=[CH:7][CH:8]=1, predict the reactants needed to synthesize it. (8) The reactants are: [OH:1][C:2]1[CH:7]=[CH:6][C:5]([CH2:8][C:9]([NH:11][C:12]2[CH:17]=[CH:16][CH:15]=[C:14]([C:18]#[C:19][C:20]3[CH:25]=[CH:24][CH:23]=[CH:22][CH:21]=3)[CH:13]=2)=[O:10])=[CH:4][C:3]=1[O:26][CH3:27]. Given the product [OH:1][C:2]1[CH:7]=[CH:6][C:5]([CH2:8][C:9]([NH:11][C:12]2[CH:17]=[CH:16][CH:15]=[C:14](/[CH:18]=[CH:19]\[C:20]3[CH:21]=[CH:22][CH:23]=[CH:24][CH:25]=3)[CH:13]=2)=[O:10])=[CH:4][C:3]=1[O:26][CH3:27], predict the reactants needed to synthesize it.